From a dataset of Catalyst prediction with 721,799 reactions and 888 catalyst types from USPTO. Predict which catalyst facilitates the given reaction. (1) Reactant: FC(F)(F)C(O)=O.[C:8]1([C:24]2[CH:29]=[CH:28][CH:27]=[CH:26][CH:25]=2)[CH:13]=[CH:12][CH:11]=[CH:10][C:9]=1[C:14]([N:16]1[CH:23]2[CH:18]([CH2:19][CH2:20][NH:21][CH2:22]2)[CH2:17]1)=[O:15].Cl[C:31]1[CH:40]=[N:39][C:38]2[C:33](=[CH:34][CH:35]=[CH:36][CH:37]=2)[N:32]=1.C([O-])([O-])=O.[K+].[K+]. Product: [C:8]1([C:24]2[CH:29]=[CH:28][CH:27]=[CH:26][CH:25]=2)[CH:13]=[CH:12][CH:11]=[CH:10][C:9]=1[C:14]([N:16]1[CH:23]2[CH:18]([CH2:19][CH2:20][N:21]([C:31]3[CH:40]=[N:39][C:38]4[C:33](=[CH:34][CH:35]=[CH:36][CH:37]=4)[N:32]=3)[CH2:22]2)[CH2:17]1)=[O:15]. The catalyst class is: 3. (2) Reactant: [Cl:1][C:2]1[CH:7]=[CH:6][C:5]([CH2:8][C:9]([NH:11][CH2:12][CH:13]2[CH2:40][CH2:39][C:16]3[N:17](C(C4C=CC=CC=4)(C4C=CC=CC=4)C4C=CC=CC=4)[CH:18]=[N:19][C:15]=3[CH2:14]2)=[O:10])=[CH:4][CH:3]=1.ClC1C=CC(CC(NCC2CCC3N=CN(C(C4C=CC=CC=4)(C4C=CC=CC=4)C4C=CC=CC=4)C=3C2)=O)=CC=1. Product: [Cl:1][C:2]1[CH:7]=[CH:6][C:5]([CH2:8][C:9]([NH:11][CH2:12][CH:13]2[CH2:40][CH2:39][C:16]3[NH:17][CH:18]=[N:19][C:15]=3[CH2:14]2)=[O:10])=[CH:4][CH:3]=1. The catalyst class is: 86. (3) Reactant: Cl[CH2:2][C:3]1[CH:13]=[CH:12][C:6]2[O:7][C:8]([F:11])([F:10])[O:9][C:5]=2[CH:4]=1.[CH3:14][NH2:15]. Product: [F:10][C:8]1([F:11])[O:7][C:6]2[CH:12]=[CH:13][C:3]([CH2:2][NH:15][CH3:14])=[CH:4][C:5]=2[O:9]1. The catalyst class is: 10. (4) Reactant: FCC(F)(F)C(F)(F)O.[C:10]([CH:17]([O:19][CH2:20][C:21]([C:24]([F:27])([F:26])[F:25])([F:23])[F:22])[OH:18])([C:13]([F:16])([F:15])[F:14])([F:12])[F:11].C(=O)([O-])[O-].[K+].[K+].[F:34][C:35]([F:42])([F:41])[C:36]([F:40])=[C:37]([F:39])[F:38].C(C(COC(C(C(F)(F)F)F)(F)F)(F)F)(F)(F)F. The catalyst class is: 192. Product: [C:10]([CH:17]([O:18][C:37]([CH:36]([C:35]([F:42])([F:41])[F:34])[F:40])([F:39])[F:38])[O:19][CH2:20][C:21]([C:24]([F:25])([F:26])[F:27])([F:22])[F:23])([C:13]([F:16])([F:15])[F:14])([F:12])[F:11]. (5) Reactant: [N:1]1([C:7]2[CH:22]=[CH:21][C:10]([CH:11]=[CH:12][C:13]3[C:14]([F:20])=[N:15][CH:16]=[C:17](Br)[CH:18]=3)=[CH:9][CH:8]=2)[CH2:6][CH2:5][CH2:4][CH2:3][CH2:2]1.[B:23]1([B:23]2[O:27][C:26]([CH3:29])([CH3:28])[C:25]([CH3:31])([CH3:30])[O:24]2)[O:27][C:26]([CH3:29])([CH3:28])[C:25]([CH3:31])([CH3:30])[O:24]1.O1CCOCC1.CCOC(C)=O. Product: [N:1]1([C:7]2[CH:22]=[CH:21][C:10]([CH:11]=[CH:12][C:13]3[C:14]([F:20])=[N:15][CH:16]=[C:17]([B:23]4[O:27][C:26]([CH3:29])([CH3:28])[C:25]([CH3:31])([CH3:30])[O:24]4)[CH:18]=3)=[CH:9][CH:8]=2)[CH2:6][CH2:5][CH2:4][CH2:3][CH2:2]1. The catalyst class is: 263. (6) Reactant: [Br:1][C:2]1[CH:3]=[C:4]2[C:8](=[CH:9][CH:10]=1)[NH:7][C:6]([C:11]([OH:13])=O)=[CH:5]2.C[CH2:15][N:16]=[C:17]=NCCCN(C)C.C1C=CC2N(O)N=NC=2C=1.CNC. Product: [CH3:15][N:16]([CH3:17])[C:11]([C:6]1[NH:7][C:8]2[C:4]([CH:5]=1)=[CH:3][C:2]([Br:1])=[CH:10][CH:9]=2)=[O:13]. The catalyst class is: 1.